Dataset: Serine/threonine kinase 33 screen with 319,792 compounds. Task: Binary Classification. Given a drug SMILES string, predict its activity (active/inactive) in a high-throughput screening assay against a specified biological target. (1) The molecule is s1c(nc(c1)C(=O)NN)c1ccccc1. The result is 0 (inactive). (2) The compound is Clc1c(NC(=O)CN(C(=O)COC(=O)c2[nH]c(c(c2C)C(OCC)=O)C)C)cccc1. The result is 0 (inactive). (3) The compound is O(c1c(N2CCN(C(CNC(=O)c3cc4OCOc4cc3)c3cccnc3)CC2)cccc1)C. The result is 0 (inactive).